This data is from CYP2C9 inhibition data for predicting drug metabolism from PubChem BioAssay. The task is: Regression/Classification. Given a drug SMILES string, predict its absorption, distribution, metabolism, or excretion properties. Task type varies by dataset: regression for continuous measurements (e.g., permeability, clearance, half-life) or binary classification for categorical outcomes (e.g., BBB penetration, CYP inhibition). Dataset: cyp2c9_veith. (1) The drug is COC(=O)[C@@]1(Cc2ccc(F)cc2)[C@H]2c3cc(C(=O)N4CCCC4)n(Cc4ccccc4)c3C[C@H]2CN1C(=O)c1ccccc1. The result is 1 (inhibitor). (2) The compound is COCCNC(=O)CSc1nc2cc(OC)c(OC)cc2c(=O)n1Cc1ccco1. The result is 1 (inhibitor). (3) The result is 0 (non-inhibitor). The molecule is COc1cc(OC)c2cc(-c3ccncc3)cnc2c1. (4) The molecule is COc1ccc(-c2nc3cnc(Oc4cccc(Cl)c4)nc3n(CCC#N)c2=O)cc1. The result is 0 (non-inhibitor). (5) The compound is CC(=O)O[C@H]1CC[C@@]2(C)C(=C[C@@H]([C@@H]3C=C4C[C@H](OC(C)=O)CC[C@@]4(C)C4=C3[C@H]3C[C@H]5O[C@@]6(CC[C@H](C)CO6)[C@H](C)[C@@H]5[C@]3(C)CC4)C3=C2CC[C@@]2(C)[C@@H]3C[C@@H]3O[C@@]4(CC[C@H](C)CO4)[C@@H](C)[C@@H]32)C1. The result is 0 (non-inhibitor). (6) The drug is CC1(C)S[C@@H]2[C@H](NC(=O)[C@@H](N)c3ccc(O)cc3)C(=O)N2[C@H]1C(=O)O. The result is 0 (non-inhibitor).